From a dataset of Reaction yield outcomes from USPTO patents with 853,638 reactions. Predict the reaction yield, written as a fraction of the theoretical maximum amount of product (1.0 means a 100% yield; for example, 0.34 means a 34% yield). (1) The reactants are [Cl:1][C:2]1[N:7]=[C:6]([NH:8]C(=O)C(C)(C)C)[CH:5]=[C:4]([CH3:15])[CH:3]=1.[OH-].[Na+]. The catalyst is Cl. The product is [Cl:1][C:2]1[N:7]=[C:6]([NH2:8])[CH:5]=[C:4]([CH3:15])[CH:3]=1. The yield is 0.820. (2) The reactants are [CH3:1][CH2:2][O:3][C:4]([C:6]1[C@@H:11]([C:12]2[C:17]([Cl:18])=[CH:16][CH:15]=[CH:14][CH:13]=2)[C:10]([C:19]([O:21][CH3:22])=[O:20])=[C:9]([CH3:23])[NH:8][C:7]=1[CH2:24][O:25][CH2:26][CH2:27][NH2:28])=[O:5].CC(O)C.CC(OC)(C)C.[C:39]([OH:47])(=[O:46])[C@H:40]([CH2:42][C:43]([OH:45])=[O:44])[OH:41]. The catalyst is C(O)(C)C.CC(OC)(C)C.C(O)(C)C.O.O. The product is [CH3:1][CH2:2][O:3][C:4]([C:6]1[C@@H:11]([C:12]2[C:17]([Cl:18])=[CH:16][CH:15]=[CH:14][CH:13]=2)[C:10]([C:19]([O:21][CH3:22])=[O:20])=[C:9]([CH3:23])[NH:8][C:7]=1[CH2:24][O:25][CH2:26][CH2:27][NH2:28])=[O:5].[C:39]([O-:47])(=[O:46])[C@H:40]([CH2:42][C:43]([O-:45])=[O:44])[OH:41]. The yield is 0.981. (3) The reactants are [Li]CCCC.CCCCCC.Br[C:13]1[S:17][C:16]([C:18]([C:25]2[CH:30]=[CH:29][CH:28]=[C:27]([Cl:31])[CH:26]=2)([O:20][Si:21]([CH3:24])([CH3:23])[CH3:22])[CH3:19])=[CH:15][CH:14]=1.CN([CH:35]=[O:36])C. The catalyst is C1COCC1. The product is [Cl:31][C:27]1[CH:26]=[C:25]([C:18]([C:16]2[S:17][C:13]([CH:35]=[O:36])=[CH:14][CH:15]=2)([O:20][Si:21]([CH3:24])([CH3:23])[CH3:22])[CH3:19])[CH:30]=[CH:29][CH:28]=1. The yield is 0.800. (4) The reactants are [CH:1]1([C:4]2[C:13]3[C:8](=[CH:9][CH:10]=[CH:11][CH:12]=3)[CH:7]=[N:6][C:5]=2[N:14]([CH2:29][C:30]2[CH:35]=[CH:34][C:33]([O:36][C:37]([F:40])([F:39])[F:38])=[CH:32][CH:31]=2)[S:15]([C:18]2[CH:27]=[CH:26][C:21]([C:22]([O:24]C)=[O:23])=[CH:20][C:19]=2[CH3:28])(=[O:17])=[O:16])[CH2:3][CH2:2]1.[OH-].[Na+]. The catalyst is C(O)C. The product is [CH:1]1([C:4]2[C:13]3[C:8](=[CH:9][CH:10]=[CH:11][CH:12]=3)[CH:7]=[N:6][C:5]=2[N:14]([CH2:29][C:30]2[CH:31]=[CH:32][C:33]([O:36][C:37]([F:39])([F:40])[F:38])=[CH:34][CH:35]=2)[S:15]([C:18]2[CH:27]=[CH:26][C:21]([C:22]([OH:24])=[O:23])=[CH:20][C:19]=2[CH3:28])(=[O:17])=[O:16])[CH2:3][CH2:2]1. The yield is 0.940. (5) The reactants are [CH2:1]([N:8]1[CH2:13][CH2:12][C:11](=O)[CH2:10][CH2:9]1)[C:2]1[CH:7]=[CH:6][CH:5]=[CH:4][CH:3]=1.N1CCCC1.[C:20]([NH2:24])(=[O:23])[CH:21]=[CH2:22]. The catalyst is C1(C)C=CC=CC=1.O1CCOCC1.C1(C)C=CC(S(O)(=O)=O)=CC=1. The product is [CH2:1]([N:8]1[CH2:13][CH2:12][C:11]2[NH:24][C:20](=[O:23])[CH2:21][CH2:22][C:10]=2[CH2:9]1)[C:2]1[CH:7]=[CH:6][CH:5]=[CH:4][CH:3]=1. The yield is 0.650.